From a dataset of Reaction yield outcomes from USPTO patents with 853,638 reactions. Predict the reaction yield, written as a fraction of the theoretical maximum amount of product (1.0 means a 100% yield; for example, 0.34 means a 34% yield). (1) The reactants are [Cl:1][C:2]1[CH:7]=[C:6]([F:8])[CH:5]=[CH:4][C:3]=1[CH3:9].C([N-]C(C)C)(C)C.[Li+].CN(C)[CH:20]=[O:21].C(O)(=O)C. The catalyst is O1CCCC1.O. The product is [Cl:1][C:2]1[C:3]([CH3:9])=[CH:4][CH:5]=[C:6]([F:8])[C:7]=1[CH:20]=[O:21]. The yield is 0.490. (2) The reactants are [C:1]1([N:7]2[C:19]3[CH:18]=[CH:17][C:16]([C:20]4[CH:21]=[CH:22][C:23]5[NH:24][C:25]6[C:30]([C:31]=5[CH:32]=4)=[CH:29][CH:28]=[CH:27][CH:26]=6)=[CH:15][C:14]=3[C:13]3[C:8]2=[CH:9][CH:10]=[CH:11][CH:12]=3)[CH:6]=[CH:5][CH:4]=[CH:3][CH:2]=1.Cl[C:34]1[C:35]2[S:42][C:41]3[CH:43]=[CH:44][CH:45]=[CH:46][C:40]=3[C:36]=2[N:37]=[CH:38][N:39]=1.C1(P(C2CCCCC2)C2C=CC=CC=2C2C(OC)=CC=CC=2OC)CCCCC1.CC([O-])(C)C.[Na+]. The catalyst is C1(C)C=CC=C(C)C=1.C1C=CC(/C=C/C(/C=C/C2C=CC=CC=2)=O)=CC=1.C1C=CC(/C=C/C(/C=C/C2C=CC=CC=2)=O)=CC=1.C1C=CC(/C=C/C(/C=C/C2C=CC=CC=2)=O)=CC=1.[Pd].[Pd]. The product is [C:1]1([N:7]2[C:19]3[CH:18]=[CH:17][C:16]([C:20]4[CH:21]=[CH:22][C:23]5[N:24]([C:34]6[C:35]7[S:42][C:41]8[CH:43]=[CH:44][CH:45]=[CH:46][C:40]=8[C:36]=7[N:37]=[CH:38][N:39]=6)[C:25]6[C:30]([C:31]=5[CH:32]=4)=[CH:29][CH:28]=[CH:27][CH:26]=6)=[CH:15][C:14]=3[C:13]3[C:8]2=[CH:9][CH:10]=[CH:11][CH:12]=3)[CH:6]=[CH:5][CH:4]=[CH:3][CH:2]=1. The yield is 0.440. (3) The reactants are [OH:1][C:2]1[CH:10]=[CH:9][C:5]2[N:6]=[CH:7][S:8][C:4]=2[CH:3]=1.[I:11]I.S([O-])([O-])=O.[Na+].[Na+]. The catalyst is CO.O. The product is [OH:1][C:2]1[CH:10]=[CH:9][C:5]2[N:6]=[CH:7][S:8][C:4]=2[C:3]=1[I:11]. The yield is 0.290. (4) The reactants are C([SiH](CC)CC)C.[S:8]1[C:12]([CH2:13][C:14]2[CH:15]=[C:16]([C:24]3(O)[C@H:29]([O:30][CH2:31][C:32]4[CH:37]=[CH:36][CH:35]=[CH:34][CH:33]=4)[C@@H:28]([O:38][CH2:39][C:40]4[CH:45]=[CH:44][CH:43]=[CH:42][CH:41]=4)[C@@H:27]([O:46][CH2:47][C:48]4[CH:53]=[CH:52][CH:51]=[CH:50][CH:49]=4)[C@@H:26]([CH2:54][O:55][CH2:56][C:57]4[CH:62]=[CH:61][CH:60]=[CH:59][CH:58]=4)[O:25]3)[C:17]3[C:22]([CH:23]=2)=[CH:21][CH:20]=[CH:19][CH:18]=3)=[CH:11][C:10]2[CH:64]=[CH:65][CH:66]=[CH:67][C:9]1=2.O. The catalyst is C(Cl)Cl. The product is [S:8]1[C:12]([CH2:13][C:14]2[CH:15]=[C:16]([C@H:24]3[C@@H:29]([O:30][CH2:31][C:32]4[CH:33]=[CH:34][CH:35]=[CH:36][CH:37]=4)[C@@H:28]([O:38][CH2:39][C:40]4[CH:45]=[CH:44][CH:43]=[CH:42][CH:41]=4)[C@@H:27]([O:46][CH2:47][C:48]4[CH:49]=[CH:50][CH:51]=[CH:52][CH:53]=4)[C@@H:26]([CH2:54][O:55][CH2:56][C:57]4[CH:62]=[CH:61][CH:60]=[CH:59][CH:58]=4)[O:25]3)[C:17]3[C:22]([CH:23]=2)=[CH:21][CH:20]=[CH:19][CH:18]=3)=[CH:11][C:10]2[CH:64]=[CH:65][CH:66]=[CH:67][C:9]1=2. The yield is 0.802. (5) The reactants are [Br:1][C:2]1[CH:10]=[CH:9][C:5]([C:6]([OH:8])=[O:7])=[CH:4][C:3]=1[OH:11].S(=O)(=O)(O)O.[CH3:17]O. No catalyst specified. The product is [Br:1][C:2]1[CH:10]=[CH:9][C:5]([C:6]([O:8][CH3:17])=[O:7])=[CH:4][C:3]=1[OH:11]. The yield is 0.890. (6) The reactants are Cl[C:2]1[N:7]=[C:6]([C:8]2[N:12]3[CH:13]=[CH:14][CH:15]=[CH:16][C:11]3=[N:10][C:9]=2[C:17]2[CH:18]=[C:19]([CH:31]=[CH:32][CH:33]=2)[C:20]([NH:22][C:23]2[C:28]([F:29])=[CH:27][CH:26]=[CH:25][C:24]=2[F:30])=[O:21])[CH:5]=[CH:4][N:3]=1.[CH3:34][O:35][C:36]1[CH:42]=[C:41]([N:43]2[CH2:48][CH2:47][CH:46]([N:49]3[CH2:54][CH2:53][N:52]([CH2:55][CH2:56][S:57]([CH3:60])(=[O:59])=[O:58])[CH2:51][CH2:50]3)[CH2:45][CH2:44]2)[CH:40]=[CH:39][C:37]=1[NH2:38].C1(C)C=CC(S(O)(=O)=O)=CC=1. The catalyst is CC(O)C. The product is [F:30][C:24]1[CH:25]=[CH:26][CH:27]=[C:28]([F:29])[C:23]=1[NH:22][C:20](=[O:21])[C:19]1[CH:31]=[CH:32][CH:33]=[C:17]([C:9]2[N:10]=[C:11]3[CH:16]=[CH:15][CH:14]=[CH:13][N:12]3[C:8]=2[C:6]2[CH:5]=[CH:4][N:3]=[C:2]([NH:38][C:37]3[CH:39]=[CH:40][C:41]([N:43]4[CH2:44][CH2:45][CH:46]([N:49]5[CH2:50][CH2:51][N:52]([CH2:55][CH2:56][S:57]([CH3:60])(=[O:59])=[O:58])[CH2:53][CH2:54]5)[CH2:47][CH2:48]4)=[CH:42][C:36]=3[O:35][CH3:34])[N:7]=2)[CH:18]=1. The yield is 0.640. (7) The reactants are [C:1]1([CH3:30])[CH:6]=[CH:5][C:4]([S:7]([NH:10][C:11]2[CH:12]=[C:13]([CH2:28][OH:29])[CH:14]=[CH:15][C:16]=2[NH:17][S:18]([C:21]2[CH:26]=[CH:25][C:24]([CH3:27])=[CH:23][CH:22]=2)(=[O:20])=[O:19])(=[O:9])=[O:8])=[CH:3][CH:2]=1.C1C=C[NH+]=CC=1.C1C=C[NH+]=CC=1.[O-][Cr](O[Cr]([O-])(=O)=O)(=O)=O. The catalyst is C(Cl)Cl. The yield is 0.776. The product is [C:1]1([CH3:30])[CH:2]=[CH:3][C:4]([S:7]([NH:10][C:11]2[CH:12]=[C:13]([CH:14]=[CH:15][C:16]=2[NH:17][S:18]([C:21]2[CH:26]=[CH:25][C:24]([CH3:27])=[CH:23][CH:22]=2)(=[O:20])=[O:19])[CH:28]=[O:29])(=[O:8])=[O:9])=[CH:5][CH:6]=1. (8) The reactants are [CH:1]([N:4]1[CH:8]=[N:7][N:6]=[C:5]1[C:9]1[S:10][C:11]2[CH2:12][CH2:13][O:14][C:15]3[CH:22]=[C:21]([CH:23]=O)[CH:20]=[CH:19][C:16]=3[C:17]=2[N:18]=1)([CH3:3])[CH3:2].[CH2:25]([CH2:27][NH2:28])[OH:26]. No catalyst specified. The product is [CH:1]([N:4]1[CH:8]=[N:7][N:6]=[C:5]1[C:9]1[S:10][C:11]2[CH2:12][CH2:13][O:14][C:15]3[CH:22]=[C:21]([CH2:23][NH:28][CH2:27][CH2:25][OH:26])[CH:20]=[CH:19][C:16]=3[C:17]=2[N:18]=1)([CH3:3])[CH3:2]. The yield is 0.270. (9) The reactants are [CH:1]([C:4]1[CH:8]=[C:7]([NH2:9])[N:6]([C:10]2[CH:15]=[CH:14][CH:13]=[CH:12][CH:11]=2)[N:5]=1)([CH3:3])[CH3:2].C(=O)([O-])[O-].[K+].[K+].Cl[C:23]([O:25][C:26]1[CH:31]=[CH:30][CH:29]=[CH:28][CH:27]=1)=[O:24]. The catalyst is C(Cl)Cl. The product is [CH:1]([C:4]1[CH:8]=[C:7]([NH:9][C:23](=[O:24])[O:25][C:26]2[CH:31]=[CH:30][CH:29]=[CH:28][CH:27]=2)[N:6]([C:10]2[CH:15]=[CH:14][CH:13]=[CH:12][CH:11]=2)[N:5]=1)([CH3:3])[CH3:2]. The yield is 0.540. (10) The reactants are [CH2:1]([O:3][C:4]1[CH:9]=[CH:8][N:7]([C:10]2[CH:15]=[CH:14][C:13]([F:16])=[CH:12][CH:11]=2)[C:6](=[O:17])[C:5]=1[C:18]([O:20]CC)=[O:19])[CH3:2].[Li+].[OH-]. The product is [CH2:1]([O:3][C:4]1[CH:9]=[CH:8][N:7]([C:10]2[CH:15]=[CH:14][C:13]([F:16])=[CH:12][CH:11]=2)[C:6](=[O:17])[C:5]=1[C:18]([OH:20])=[O:19])[CH3:2]. The catalyst is CCO.O. The yield is 0.790.